This data is from Forward reaction prediction with 1.9M reactions from USPTO patents (1976-2016). The task is: Predict the product of the given reaction. (1) Given the reactants Br[C:2]1[Se:3][CH:4]=[CH:5][CH:6]=1.[F:7][C:8]1[CH:9]=[C:10]([C:17]2[CH:22]=[CH:21][C:20]([CH2:23][CH3:24])=[CH:19][CH:18]=2)[CH:11]=[CH:12][C:13]=1B(O)O.C(=O)([O-])[O-].[Na+].[Na+], predict the reaction product. The product is: [CH2:23]([C:20]1[CH:19]=[CH:18][C:17]([C:10]2[CH:11]=[CH:12][C:13]([C:2]3[Se:3][CH:4]=[CH:5][CH:6]=3)=[C:8]([F:7])[CH:9]=2)=[CH:22][CH:21]=1)[CH3:24]. (2) Given the reactants [CH2:1]([C:10]1[CH:15]=[C:14]([Cl:16])[CH:13]=[CH:12][C:11]=1[OH:17])[C:2]1[CH:7]=[C:6]([Cl:8])[CH:5]=[CH:4][C:3]=1[OH:9].C(=O)([O-])[O-].[Li+].[Li+].[CH2:24]([O:31][C:32](=[O:35])[CH2:33]Br)[C:25]1[CH:30]=[CH:29][CH:28]=[CH:27][CH:26]=1, predict the reaction product. The product is: [CH2:24]([O:31][C:32](=[O:35])[CH2:33][O:17][C:11]1[CH:12]=[CH:13][C:14]([Cl:16])=[CH:15][C:10]=1[CH2:1][C:2]1[CH:7]=[C:6]([Cl:8])[CH:5]=[CH:4][C:3]=1[OH:9])[C:25]1[CH:30]=[CH:29][CH:28]=[CH:27][CH:26]=1.